From a dataset of Reaction yield outcomes from USPTO patents with 853,638 reactions. Predict the reaction yield, written as a fraction of the theoretical maximum amount of product (1.0 means a 100% yield; for example, 0.34 means a 34% yield). (1) The reactants are Cl.NO.C([N:6](CC)CC)C.[C:11]1([C:17]([C:34]2[CH:39]=[CH:38][CH:37]=[CH:36][CH:35]=2)([C:28]2[CH:33]=[CH:32][CH:31]=[CH:30][CH:29]=2)[N:18]2[CH:22]=[C:21]([CH:23]3[CH2:25][CH:24]3[CH:26]=O)[N:20]=[CH:19]2)[CH:16]=[CH:15][CH:14]=[CH:13][CH:12]=1.C1(=O)OC(=O)C2=CC=CC=C12. The catalyst is C(#N)C. The product is [C:11]1([C:17]([C:34]2[CH:39]=[CH:38][CH:37]=[CH:36][CH:35]=2)([C:28]2[CH:33]=[CH:32][CH:31]=[CH:30][CH:29]=2)[N:18]2[CH:22]=[C:21]([C@@H:23]3[CH2:25][C@H:24]3[C:26]#[N:6])[N:20]=[CH:19]2)[CH:16]=[CH:15][CH:14]=[CH:13][CH:12]=1. The yield is 0.640. (2) The reactants are [Cl:1][C:2]1[CH:10]=[C:6]([C:7]([OH:9])=O)[C:5]([OH:11])=[CH:4][CH:3]=1.[F:12][C:13]([F:27])([F:26])[C:14]1[C:15]([Br:25])=[C:16]([CH:18]=[C:19]([C:21]([F:24])([F:23])[F:22])[CH:20]=1)[NH2:17]. No catalyst specified. The product is [F:26][C:13]([F:12])([F:27])[C:14]1[C:15]([Br:25])=[C:16]([NH:17][C:7](=[O:9])[C:6]2[CH:10]=[C:2]([Cl:1])[CH:3]=[CH:4][C:5]=2[OH:11])[CH:18]=[C:19]([C:21]([F:24])([F:23])[F:22])[CH:20]=1. The yield is 0.145. (3) The reactants are [C:1]([C:5]1[CH:10]=[C:9]([Br:11])[C:8]([N+:12]([O-:14])=[O:13])=[CH:7][C:6]=1[OH:15])([CH3:4])([CH3:3])[CH3:2].[C:16]([O-])([O-])=O.[Cs+].[Cs+].CI. The catalyst is CN(C=O)C.O. The product is [C:1]([C:5]1[CH:10]=[C:9]([Br:11])[C:8]([N+:12]([O-:14])=[O:13])=[CH:7][C:6]=1[O:15][CH3:16])([CH3:4])([CH3:2])[CH3:3]. The yield is 0.690. (4) The reactants are [C:1]([C:4]1[CH:5]=[C:6]([C:16]2[N:20]([CH2:21][CH:22]3[CH2:27][CH2:26][CH2:25][CH2:24][CH2:23]3)[C:19]([CH3:28])=[C:18]([S:29]([NH2:32])(=[O:31])=[O:30])[CH:17]=2)[CH:7]=[C:8]2[C:13]3([CH2:15][CH2:14]3)[CH2:12][CH2:11][O:10][C:9]=12)(=[O:3])[CH3:2].[CH3:33][Mg+].[Br-]. The catalyst is C1COCC1. The product is [CH:22]1([CH2:21][N:20]2[C:16]([C:6]3[CH:7]=[C:8]4[C:13]5([CH2:15][CH2:14]5)[CH2:12][CH2:11][O:10][C:9]4=[C:4]([C:1]([OH:3])([CH3:33])[CH3:2])[CH:5]=3)=[CH:17][C:18]([S:29]([NH2:32])(=[O:30])=[O:31])=[C:19]2[CH3:28])[CH2:27][CH2:26][CH2:25][CH2:24][CH2:23]1. The yield is 0.240. (5) The reactants are [NH:1]1[C:9]2[C:4](=[CH:5][CH:6]=[CH:7][CH:8]=2)[C:3]([C:10](=[O:12])[CH3:11])=[CH:2]1.[H-].[Na+].[CH3:15][O:16][C:17]1[CH:22]=[CH:21][C:20]([S:23](Cl)(=[O:25])=[O:24])=[CH:19][C:18]=1[N:27]1[CH2:32][CH2:31][N:30]([C:33](=[O:38])[C:34]([Cl:37])([Cl:36])[Cl:35])[CH2:29][CH2:28]1. The catalyst is C1COCC1. The product is [C:10]([C:3]1[C:4]2[C:9](=[CH:8][CH:7]=[CH:6][CH:5]=2)[N:1]([S:23]([C:20]2[CH:21]=[CH:22][C:17]([O:16][CH3:15])=[C:18]([N:27]3[CH2:28][CH2:29][N:30]([C:33](=[O:38])[C:34]([Cl:37])([Cl:35])[Cl:36])[CH2:31][CH2:32]3)[CH:19]=2)(=[O:24])=[O:25])[CH:2]=1)(=[O:12])[CH3:11]. The yield is 0.920. (6) The reactants are Cl[C:2]1[C:11]2[C:6](=[CH:7][C:8]([O:14][CH2:15][CH2:16][CH2:17][N:18]3[CH2:23][CH2:22][O:21][CH2:20][CH2:19]3)=[C:9]([O:12][CH3:13])[CH:10]=2)[N:5]=[CH:4][N:3]=1.C(=O)([O-])[O-].[K+].[K+].[OH:30][C:31]1[CH:40]=[C:39]2[C:34]([CH:35]=[CH:36][CH:37]=[N:38]2)=[CH:33][CH:32]=1.[OH-].[Na+]. The catalyst is CN(C=O)C. The product is [CH3:13][O:12][C:9]1[CH:10]=[C:11]2[C:6](=[CH:7][C:8]=1[O:14][CH2:15][CH2:16][CH2:17][N:18]1[CH2:23][CH2:22][O:21][CH2:20][CH2:19]1)[N:5]=[CH:4][N:3]=[C:2]2[O:30][C:31]1[CH:40]=[C:39]2[C:34]([CH:35]=[CH:36][CH:37]=[N:38]2)=[CH:33][CH:32]=1. The yield is 0.390. (7) The reactants are Cl.[NH:2]1[C:7]2[CH:8]=[CH:9][CH:10]=[CH:11][C:6]=2[CH:5]=[N:4][S:3]1(=[O:13])=[O:12].C([N:16](CC)CC)C.[CH3:21][C:22]1[CH:27]=[C:26]([C:28]([OH:30])=O)[CH:25]=[CH:24][N:23]=1.CCN=C=NCCCN(C)C.Cl.[CH:43]1[CH:48]=[C:47]2N=N[N:51](O)[C:46]2=[CH:45]C=1.O.CN([CH:57]=[O:58])C. No catalyst specified. The product is [NH2:16][C:5]1[C:6]2[C:11]([O:58][CH2:57][C:46]3([NH:51][C:28](=[O:30])[C:26]4[CH:25]=[CH:24][N:23]=[C:22]([CH3:21])[CH:27]=4)[CH2:45][CH2:43][CH2:48][CH2:47]3)=[CH:10][CH:9]=[CH:8][C:7]=2[NH:2][S:3](=[O:12])(=[O:13])[N:4]=1. The yield is 0.400. (8) The reactants are [NH2:1][C:2]1[CH:3]=[CH:4][C:5]([O:8][CH3:9])=[N:6][CH:7]=1.C(N(C(C)C)C(C)C)C.[C:19](Cl)(=[O:26])[C:20]1[CH:25]=[CH:24][CH:23]=[CH:22][CH:21]=1.CCCCCCC. The catalyst is ClCCl. The product is [CH3:9][O:8][C:5]1[N:6]=[CH:7][C:2]([NH:1][C:19](=[O:26])[C:20]2[CH:25]=[CH:24][CH:23]=[CH:22][CH:21]=2)=[CH:3][CH:4]=1. The yield is 0.750.